This data is from Peptide-MHC class II binding affinity with 134,281 pairs from IEDB. The task is: Regression. Given a peptide amino acid sequence and an MHC pseudo amino acid sequence, predict their binding affinity value. This is MHC class II binding data. (1) The peptide sequence is DPRQGLAVLRKVKRV. The MHC is DRB1_1301 with pseudo-sequence DRB1_1301. The binding affinity (normalized) is 0.872. (2) The binding affinity (normalized) is 0.396. The MHC is DRB1_0701 with pseudo-sequence DRB1_0701. The peptide sequence is VIIHGLHLYGCSTSV. (3) The peptide sequence is VKLRRSSAAQVDGFY. The MHC is DRB5_0101 with pseudo-sequence DRB5_0101. The binding affinity (normalized) is 0.241. (4) The peptide sequence is HVSCRVKLSALTLKG. The MHC is HLA-DQA10103-DQB10603 with pseudo-sequence HLA-DQA10103-DQB10603. The binding affinity (normalized) is 0. (5) The peptide sequence is GLAFQEMENFLGPIA. The MHC is HLA-DQA10501-DQB10402 with pseudo-sequence HLA-DQA10501-DQB10402. The binding affinity (normalized) is 0.363. (6) The peptide sequence is SQDLELSWNMNGLQAY. The MHC is DRB1_0401 with pseudo-sequence DRB1_0401. The binding affinity (normalized) is 0.595.